Predict the reactants needed to synthesize the given product. From a dataset of Full USPTO retrosynthesis dataset with 1.9M reactions from patents (1976-2016). (1) Given the product [NH2:19][C:15]1[CH:14]=[C:13]([C:10]2([CH3:22])[CH:9]3[CH:11]2[CH2:12][N:7]([CH2:1][CH2:2][CH2:3][CH2:4][CH2:5][CH3:6])[C:8]3=[O:23])[CH:18]=[CH:17][CH:16]=1, predict the reactants needed to synthesize it. The reactants are: [CH2:1]([N:7]1[CH2:12][CH:11]2[CH:9]([C:10]2([CH3:22])[C:13]2[CH:18]=[CH:17][CH:16]=[C:15]([N+:19]([O-])=O)[CH:14]=2)[C:8]1=[O:23])[CH2:2][CH2:3][CH2:4][CH2:5][CH3:6].[Cl-].[Ca+2].[Cl-].O. (2) Given the product [CH3:70][N:67]1[CH:68]=[CH:69][C:64]([NH:63][C:30]([CH:20]2[NH:19][CH:18]([CH2:33][C:34]([CH3:37])([CH3:35])[CH3:36])[C:17]3([C:12]4[C:13](=[CH:14][C:9]([Cl:8])=[CH:10][CH:11]=4)[NH:15][C:16]3=[O:38])[CH:21]2[C:22]2[CH:27]=[CH:26][CH:25]=[C:24]([Cl:28])[C:23]=2[F:29])=[O:32])=[CH:65][C:66]1=[O:71], predict the reactants needed to synthesize it. The reactants are: FC(F)(F)C(O)=O.[Cl:8][C:9]1[CH:14]=[C:13]2[NH:15][C:16](=[O:38])[C:17]3([CH:21]([C:22]4[CH:27]=[CH:26][CH:25]=[C:24]([Cl:28])[C:23]=4[F:29])[CH:20]([C:30]([OH:32])=O)[NH:19][CH:18]3[CH2:33][C:34]([CH3:37])([CH3:36])[CH3:35])[C:12]2=[CH:11][CH:10]=1.C(N(C(C)C)CC)(C)C.C1(P(Cl)(C2C=CC=CC=2)=O)C=CC=CC=1.[NH2:63][C:64]1[CH:69]=[CH:68][N:67]([CH3:70])[C:66](=[O:71])[CH:65]=1. (3) Given the product [N:35]1[C:44]2[C:39](=[CH:40][CH:41]=[CH:42][CH:43]=2)[CH:38]=[N:37][C:36]=1[NH:45][C:13]([CH:10]1[CH2:9][CH2:8][N:7]([C:3]2[CH:2]=[C:1]([C:16]3[CH:21]=[CH:20][CH:19]=[CH:18][CH:17]=3)[CH:6]=[CH:5][CH:4]=2)[CH2:12][CH2:11]1)=[O:14], predict the reactants needed to synthesize it. The reactants are: [C:1]1([C:16]2[CH:21]=[CH:20][CH:19]=[CH:18][CH:17]=2)[CH:6]=[CH:5][CH:4]=[C:3]([N:7]2[CH2:12][CH2:11][CH:10]([C:13](O)=[O:14])[CH2:9][CH2:8]2)[CH:2]=1.BrC1C=C(C2C=CC=CC=2)C=CC=1.[N:35]1[C:44]2[C:39](=[CH:40][CH:41]=[CH:42][CH:43]=2)[CH:38]=[N:37][C:36]=1[NH2:45]. (4) Given the product [C:33]([NH:34][C@H:35]1[CH2:39][CH2:38][N:37]([C:9]2[C:8]([F:12])=[CH:7][C:3]([C:4]([NH2:6])=[O:5])=[C:2]([NH:24][C:23]3[CH:25]=[CH:26][C:20]([N:17]4[CH2:18][CH2:19][C:14]([F:13])([F:27])[CH2:15][CH2:16]4)=[CH:21][CH:22]=3)[N:10]=2)[CH2:36]1)(=[O:40])[CH:41]=[CH2:42], predict the reactants needed to synthesize it. The reactants are: Cl[C:2]1[N:10]=[C:9](Cl)[C:8]([F:12])=[CH:7][C:3]=1[C:4]([NH2:6])=[O:5].[F:13][C:14]1([F:27])[CH2:19][CH2:18][N:17]([C:20]2[CH:26]=[CH:25][C:23]([NH2:24])=[CH:22][CH:21]=2)[CH2:16][CH2:15]1.C(O[C:33](=[O:40])[NH:34][C@H:35]1[CH2:39][CH2:38][NH:37][CH2:36]1)(C)(C)C.[C:41](O)(=O)[CH:42]=C.